Dataset: TCR-epitope binding with 47,182 pairs between 192 epitopes and 23,139 TCRs. Task: Binary Classification. Given a T-cell receptor sequence (or CDR3 region) and an epitope sequence, predict whether binding occurs between them. (1) The TCR CDR3 sequence is CASSKRASGGDTQYF. The epitope is LLMPILTLT. Result: 0 (the TCR does not bind to the epitope). (2) The epitope is KLFIRQEEV. The TCR CDR3 sequence is CASSLYSGGRNTGELFF. Result: 0 (the TCR does not bind to the epitope). (3) The epitope is SSTFNVPMEKLK. The TCR CDR3 sequence is CATSRLDITPNSPLHF. Result: 0 (the TCR does not bind to the epitope).